Dataset: Retrosynthesis with 50K atom-mapped reactions and 10 reaction types from USPTO. Task: Predict the reactants needed to synthesize the given product. (1) Given the product COC(=O)c1ccc(S(=O)(=O)N2CCC(Nc3cc(O)nc4ccc(C(c5ccc(Cl)cc5)c5ccc(Cl)cc5)cc34)CC2)s1, predict the reactants needed to synthesize it. The reactants are: COC(=O)c1ccc(S(=O)(=O)Cl)s1.Oc1cc(NC2CCNCC2)c2cc(C(c3ccc(Cl)cc3)c3ccc(Cl)cc3)ccc2n1. (2) Given the product CN(C)C(=O)Nc1ccc(-c2cccc(CN(C)C(=O)CNC(=O)OC(C)(C)C)c2)cc1, predict the reactants needed to synthesize it. The reactants are: CN(C)C(=O)Cl.CN(Cc1cccc(-c2ccc(N)cc2)c1)C(=O)CNC(=O)OC(C)(C)C. (3) Given the product c1ccc(N=C2CCc3ccccc32)cc1, predict the reactants needed to synthesize it. The reactants are: Nc1ccccc1.O=C1CCc2ccccc21. (4) Given the product CC(C)(C)OC(=O)NCCc1cccc(C(=O)c2cc(Cl)ccc2N)c1, predict the reactants needed to synthesize it. The reactants are: CC(C)(C)OC(=O)NCCc1cccc(Br)c1.CON(C)C(=O)c1cc(Cl)ccc1N.